Dataset: Full USPTO retrosynthesis dataset with 1.9M reactions from patents (1976-2016). Task: Predict the reactants needed to synthesize the given product. (1) Given the product [NH2:14][C:11]1[CH:12]=[CH:13][C:6]([S:3]([CH2:1][CH3:2])(=[O:5])=[O:4])=[C:7]([CH:10]=1)[C:8]#[N:9], predict the reactants needed to synthesize it. The reactants are: [CH2:1]([S:3]([C:6]1[CH:13]=[CH:12][C:11]([N+:14]([O-])=O)=[CH:10][C:7]=1[C:8]#[N:9])(=[O:5])=[O:4])[CH3:2].C(O)C.O. (2) Given the product [F:22][C:21]([F:23])([F:24])[C:20]([F:36])([C:17]1[CH:18]=[CH:19][C:14]([CH2:13][S:10]([C:6]2[CH:5]=[C:4]3[C:9](=[CH:8][CH:7]=2)[CH2:1][CH2:2][CH2:3]3)(=[O:12])=[O:11])=[CH:15][CH:16]=1)[C:25]([F:27])([F:28])[F:26], predict the reactants needed to synthesize it. The reactants are: [CH2:1]1[C:9]2[C:4](=[CH:5][C:6]([S:10]([CH2:13][C:14]3[CH:19]=[CH:18][C:17]([C:20](O)([C:25]([F:28])([F:27])[F:26])[C:21]([F:24])([F:23])[F:22])=[CH:16][CH:15]=3)(=[O:12])=[O:11])=[CH:7][CH:8]=2)[CH2:3][CH2:2]1.CCN(S(F)(F)[F:36])CC. (3) Given the product [CH3:11][O:10][C:8](=[O:9])[CH2:7][CH2:6][C@@H:2]([C:20]1[CH:24]=[CH:25][C:17]([N:12]2[CH:16]=[CH:15][N:14]=[N:13]2)=[CH:18][CH:19]=1)[C:3]([OH:5])=[O:4], predict the reactants needed to synthesize it. The reactants are: N[C@@H:2]([CH2:6][CH2:7][C:8]([O:10][CH3:11])=[O:9])[C:3]([OH:5])=[O:4].[N:12]1([C:17]2[CH:25]=[CH:24][C:20](C(Cl)=O)=[CH:19][CH:18]=2)[CH:16]=[CH:15][N:14]=[N:13]1. (4) Given the product [C:16]([C:14]1[N:15]=[C:11]([N:8]2[CH2:7][CH2:6][CH:5]([S:4][C:40]3[C@H:41]([CH3:64])[C@@H:42]4[C@@H:59]([C@H:60]([OH:62])[CH3:61])[C:58](=[O:63])[N:43]4[C:44]=3[C:45]([O:47][CH2:48][C:49]3[CH:50]=[CH:51][C:52]([N+:55]([O-:57])=[O:56])=[CH:53][CH:54]=3)=[O:46])[CH2:10][CH2:9]2)[S:12][CH:13]=1)(=[O:18])[NH2:17], predict the reactants needed to synthesize it. The reactants are: C([S:4][CH:5]1[CH2:10][CH2:9][N:8]([C:11]2[S:12][CH:13]=[C:14]([C:16](=[O:18])[NH2:17])[N:15]=2)[CH2:7][CH2:6]1)(=O)C.C(O)(=O)C.NN.C1(P(O[C:40]2[C@H:41]([CH3:64])[C@H:42]3[C@@H:59]([C@H:60]([OH:62])[CH3:61])[C:58](=[O:63])[N:43]3[C:44]=2[C:45]([O:47][CH2:48][C:49]2[CH:54]=[CH:53][C:52]([N+:55]([O-:57])=[O:56])=[CH:51][CH:50]=2)=[O:46])(C2C=CC=CC=2)=O)C=CC=CC=1.C(N(C(C)C)CC)(C)C.C(=O)([O-])O.[Na+]. (5) Given the product [F:1][C:2]1[CH:3]=[C:4]2[C:8](=[CH:9][CH:10]=1)[N:7]([C@@H:11]([C:16]1[CH:21]=[CH:20][CH:19]=[CH:18][CH:17]=1)[C@H:12]([OH:15])[CH2:13][O:14][S:29]([C:26]1[CH:27]=[CH:28][C:23]([CH3:33])=[CH:24][CH:25]=1)(=[O:31])=[O:30])[CH:6]=[C:5]2[CH3:22], predict the reactants needed to synthesize it. The reactants are: [F:1][C:2]1[CH:3]=[C:4]2[C:8](=[CH:9][CH:10]=1)[N:7]([C@@H:11]([C:16]1[CH:21]=[CH:20][CH:19]=[CH:18][CH:17]=1)[C@H:12]([OH:15])[CH2:13][OH:14])[CH:6]=[C:5]2[CH3:22].[C:23]1([CH3:33])[CH:28]=[CH:27][C:26]([S:29](Cl)(=[O:31])=[O:30])=[CH:25][CH:24]=1.Cl. (6) Given the product [NH2:1][C:2]1[CH:3]=[CH:4][C:5]([CH2:6][C@@H:7]2[CH2:11][CH2:10][C@H:9]([C@H:12]([O:19][Si:20]([C:23]([CH3:26])([CH3:25])[CH3:24])([CH3:22])[CH3:21])[C:13]3[CH:18]=[CH:17][CH:16]=[CH:15][CH:14]=3)[N:8]2[C:27]([O:29][C:30]([CH3:33])([CH3:32])[CH3:31])=[O:28])=[CH:34][CH:35]=1, predict the reactants needed to synthesize it. The reactants are: [NH2:1][C:2]1[CH:35]=[CH:34][C:5]([CH2:6][CH:7]2[CH2:11][CH2:10][C@H:9]([C@H:12]([O:19][Si:20]([C:23]([CH3:26])([CH3:25])[CH3:24])([CH3:22])[CH3:21])[C:13]3[CH:18]=[CH:17][CH:16]=[CH:15][CH:14]=3)[N:8]2[C:27]([O:29][C:30]([CH3:33])([CH3:32])[CH3:31])=[O:28])=[CH:4][CH:3]=1. (7) The reactants are: [Cl:1][C:2]1[C:7]([F:8])=[CH:6][CH:5]=[C:4]([Cl:9])[C:3]=1[C@H:10]([O:12][C:13]1[C:14]([NH2:19])=[N:15][CH:16]=[CH:17][CH:18]=1)[CH3:11].C1C(=O)N([Br:27])C(=O)C1. Given the product [Cl:1][C:2]1[C:7]([F:8])=[CH:6][CH:5]=[C:4]([Cl:9])[C:3]=1[C@H:10]([O:12][C:13]1[C:14]([NH2:19])=[N:15][CH:16]=[C:17]([Br:27])[CH:18]=1)[CH3:11], predict the reactants needed to synthesize it.